Dataset: NCI-60 drug combinations with 297,098 pairs across 59 cell lines. Task: Regression. Given two drug SMILES strings and cell line genomic features, predict the synergy score measuring deviation from expected non-interaction effect. (1) Drug 1: CC1OCC2C(O1)C(C(C(O2)OC3C4COC(=O)C4C(C5=CC6=C(C=C35)OCO6)C7=CC(=C(C(=C7)OC)O)OC)O)O. Drug 2: C1=CC(=CC=C1CCCC(=O)O)N(CCCl)CCCl. Cell line: OVCAR-5. Synergy scores: CSS=29.5, Synergy_ZIP=-4.21, Synergy_Bliss=6.54, Synergy_Loewe=8.45, Synergy_HSA=9.34. (2) Drug 2: CC12CCC3C(C1CCC2O)C(CC4=C3C=CC(=C4)O)CCCCCCCCCS(=O)CCCC(C(F)(F)F)(F)F. Synergy scores: CSS=-0.290, Synergy_ZIP=0.156, Synergy_Bliss=-1.65, Synergy_Loewe=-2.31, Synergy_HSA=-3.49. Cell line: COLO 205. Drug 1: C1CC(=O)NC(=O)C1N2CC3=C(C2=O)C=CC=C3N. (3) Drug 2: C1C(C(OC1N2C=NC3=C(N=C(N=C32)Cl)N)CO)O. Cell line: HOP-92. Drug 1: CC1C(C(CC(O1)OC2CC(CC3=C2C(=C4C(=C3O)C(=O)C5=C(C4=O)C(=CC=C5)OC)O)(C(=O)C)O)N)O.Cl. Synergy scores: CSS=26.1, Synergy_ZIP=-8.86, Synergy_Bliss=-6.96, Synergy_Loewe=-5.82, Synergy_HSA=-3.34. (4) Drug 1: C1=CN(C(=O)N=C1N)C2C(C(C(O2)CO)O)O.Cl. Drug 2: COC1=NC(=NC2=C1N=CN2C3C(C(C(O3)CO)O)O)N. Cell line: SN12C. Synergy scores: CSS=17.2, Synergy_ZIP=-6.56, Synergy_Bliss=-4.68, Synergy_Loewe=-3.14, Synergy_HSA=-2.50.